Dataset: Forward reaction prediction with 1.9M reactions from USPTO patents (1976-2016). Task: Predict the product of the given reaction. (1) Given the reactants Br[CH2:2][C:3]1[N:4]([CH3:28])[C:5]2[C:10]([N:11]=1)=[C:9]([N:12]1[CH2:17][CH2:16][O:15][CH2:14][CH2:13]1)[N:8]=[C:7]([N:18]1[C:22]3[CH:23]=[CH:24][CH:25]=[CH:26][C:21]=3[N:20]=[C:19]1[CH3:27])[N:6]=2.[NH2:29][CH:30]1[CH2:35][CH2:34][N:33]([C:36](=[O:38])[CH3:37])[CH2:32][CH2:31]1, predict the reaction product. The product is: [CH3:28][N:4]1[C:3]([CH2:2][NH:29][CH:30]2[CH2:35][CH2:34][N:33]([C:36](=[O:38])[CH3:37])[CH2:32][CH2:31]2)=[N:11][C:10]2[C:5]1=[N:6][C:7]([N:18]1[C:22]3[CH:23]=[CH:24][CH:25]=[CH:26][C:21]=3[N:20]=[C:19]1[CH3:27])=[N:8][C:9]=2[N:12]1[CH2:17][CH2:16][O:15][CH2:14][CH2:13]1. (2) Given the reactants [Si:1]([O:8][CH:9]([CH2:20][O:21][C:22]1[CH:27]=[CH:26][CH:25]=[C:24]([C:28]2[N:33]=[C:32](Cl)[C:31]([CH3:35])=[C:30]([NH:36][C@@H:37]3[CH2:41][CH2:40][O:39][CH2:38]3)[N:29]=2)[CH:23]=1)[CH2:10][N:11]([CH3:19])[C:12](=[O:18])[O:13][C:14]([CH3:17])([CH3:16])[CH3:15])([C:4]([CH3:7])([CH3:6])[CH3:5])([CH3:3])[CH3:2].C([O-])([O-])=O.[Cs+].[Cs+].[NH:48]1[CH2:53][CH2:52][NH:51][CH2:50][CH2:49]1, predict the reaction product. The product is: [Si:1]([O:8][CH:9]([CH2:20][O:21][C:22]1[CH:27]=[CH:26][CH:25]=[C:24]([C:28]2[N:33]=[C:32]([N:48]3[CH2:53][CH2:52][NH:51][CH2:50][CH2:49]3)[C:31]([CH3:35])=[C:30]([NH:36][C@@H:37]3[CH2:41][CH2:40][O:39][CH2:38]3)[N:29]=2)[CH:23]=1)[CH2:10][N:11]([CH3:19])[C:12](=[O:18])[O:13][C:14]([CH3:17])([CH3:16])[CH3:15])([C:4]([CH3:7])([CH3:6])[CH3:5])([CH3:3])[CH3:2]. (3) Given the reactants [NH2:1][C:2]1[CH:3]=[CH:4][C:5]([S:10]([CH:13]([CH3:15])[CH3:14])(=[O:12])=[O:11])=[C:6]([CH:9]=1)[C:7]#[N:8].[C:16]([O-:19])(O)=O.[Na+].C(Cl)(Cl)=O.C[CH2:26][N:27](CC)[CH2:28]C.Cl.CNC, predict the reaction product. The product is: [C:7]([C:6]1[CH:9]=[C:2]([NH:1][C:16](=[O:19])[N:27]([CH3:28])[CH3:26])[CH:3]=[CH:4][C:5]=1[S:10]([CH:13]([CH3:15])[CH3:14])(=[O:12])=[O:11])#[N:8]. (4) Given the reactants [O:1]=[C:2]1[N:8]([O:9][CH2:10][C:11]2[CH:16]=[CH:15][CH:14]=[CH:13][CH:12]=2)[CH:7]2[CH2:17][N:3]1[CH:4]([C:23]([O:25][CH2:26][CH3:27])=[O:24])[C:5]1[CH:21]=[CH:20][C:19]([OH:22])=[CH:18][C:6]=12.[S:28](O[S:28]([C:31]([F:34])([F:33])[F:32])(=[O:30])=[O:29])([C:31]([F:34])([F:33])[F:32])(=[O:30])=[O:29], predict the reaction product. The product is: [O:1]=[C:2]1[N:8]([O:9][CH2:10][C:11]2[CH:12]=[CH:13][CH:14]=[CH:15][CH:16]=2)[C@H:7]2[CH2:17][N:3]1[C@@H:4]([C:23]([O:25][CH2:26][CH3:27])=[O:24])[C:5]1[CH:21]=[CH:20][C:19]([O:22][S:28]([C:31]([F:34])([F:33])[F:32])(=[O:30])=[O:29])=[CH:18][C:6]=12.